Dataset: Full USPTO retrosynthesis dataset with 1.9M reactions from patents (1976-2016). Task: Predict the reactants needed to synthesize the given product. (1) Given the product [Cl:26][C:5]1[C:6]([C:8]2[C:16]3[C:11](=[CH:12][CH:13]=[CH:14][CH:15]=3)[N:10]([S:17]([C:20]3[CH:25]=[CH:24][CH:23]=[CH:22][CH:21]=3)(=[O:19])=[O:18])[CH:9]=2)=[N:7][C:2]([NH:27][C@@H:28]2[CH2:33][CH2:32][CH2:31][C@H:30]([C:34]([O:36][CH3:37])=[O:35])[CH2:29]2)=[N:3][CH:4]=1, predict the reactants needed to synthesize it. The reactants are: Cl[C:2]1[N:7]=[C:6]([C:8]2[C:16]3[C:11](=[CH:12][CH:13]=[CH:14][CH:15]=3)[N:10]([S:17]([C:20]3[CH:25]=[CH:24][CH:23]=[CH:22][CH:21]=3)(=[O:19])=[O:18])[CH:9]=2)[C:5]([Cl:26])=[CH:4][N:3]=1.[NH2:27][C@@H:28]1[CH2:33][CH2:32][CH2:31][C@H:30]([C:34]([O:36][CH3:37])=[O:35])[CH2:29]1.Cl.CCN(C(C)C)C(C)C. (2) Given the product [NH2:7][CH2:8][C:9]1[CH:14]=[C:13]([CH:12]=[C:11]([Cl:19])[C:10]=1[F:20])[C:15]([NH:16][CH3:17])=[O:18], predict the reactants needed to synthesize it. The reactants are: C(OC(=O)[NH:7][CH2:8][C:9]1[CH:14]=[C:13]([C:15](=[O:18])[NH:16][CH3:17])[CH:12]=[C:11]([Cl:19])[C:10]=1[F:20])(C)(C)C.C(O)(C(F)(F)F)=O.